Dataset: Forward reaction prediction with 1.9M reactions from USPTO patents (1976-2016). Task: Predict the product of the given reaction. (1) Given the reactants [Br:1][CH2:2][CH2:3][CH2:4][CH2:5][CH2:6][CH2:7][OH:8].N1C=CN=C1.[C:14]([Si:18](Cl)([CH3:20])[CH3:19])([CH3:17])([CH3:16])[CH3:15].O, predict the reaction product. The product is: [Br:1][CH2:2][CH2:3][CH2:4][CH2:5][CH2:6][CH2:7][O:8][Si:18]([C:14]([CH3:17])([CH3:16])[CH3:15])([CH3:20])[CH3:19]. (2) Given the reactants [OH:1][C@H:2]1[CH2:6][CH2:5][O:4][CH2:3]1.[H-].[Na+].[Br:9][C:10]1[CH:15]=[CH:14][CH:13]=[C:12](Br)[N:11]=1, predict the reaction product. The product is: [Br:9][C:10]1[CH:15]=[CH:14][CH:13]=[C:12]([O:1][CH:2]2[CH2:6][CH2:5][O:4][CH2:3]2)[N:11]=1.